This data is from Peptide-MHC class II binding affinity with 134,281 pairs from IEDB. The task is: Regression. Given a peptide amino acid sequence and an MHC pseudo amino acid sequence, predict their binding affinity value. This is MHC class II binding data. (1) The peptide sequence is AFKVAARAANAAPAN. The MHC is DRB1_0901 with pseudo-sequence DRB1_0901. The binding affinity (normalized) is 0.723. (2) The peptide sequence is YDKFLANVSTVLCGK. The MHC is DRB1_0101 with pseudo-sequence DRB1_0101. The binding affinity (normalized) is 0.703.